From a dataset of Reaction yield outcomes from USPTO patents with 853,638 reactions. Predict the reaction yield, written as a fraction of the theoretical maximum amount of product (1.0 means a 100% yield; for example, 0.34 means a 34% yield). (1) The reactants are [CH:1]1([C:6]2[CH:11]=[CH:10][CH:9]=[CH:8][C:7]=2[CH2:12][C:13]([NH2:15])=O)[CH2:5][CH2:4][CH2:3][CH2:2]1.Cl. The catalyst is C1COCC1.O. The product is [CH:1]1([C:6]2[CH:11]=[CH:10][CH:9]=[CH:8][C:7]=2[CH2:12][CH2:13][NH2:15])[CH2:5][CH2:4][CH2:3][CH2:2]1. The yield is 0.350. (2) The reactants are [C:1]([O:5][C:6]1[CH:11]=[CH:10][C:9]([CH2:12][C@H:13]([NH:37]C(=O)OCC2C3C=CC=CC=3C3C2=CC=CC=3)[C:14]([N:16]([C@@H:28]([CH3:36])[CH:29]([O:33][CH2:34][CH3:35])[O:30][CH2:31][CH3:32])[CH2:17][C:18]2[CH:27]=[CH:26][CH:25]=[C:24]3[C:19]=2[CH:20]=[CH:21][N:22]=[CH:23]3)=[O:15])=[CH:8][CH:7]=1)([CH3:4])([CH3:3])[CH3:2].N1CCCCC1. No catalyst specified. The product is [NH2:37][C@@H:13]([CH2:12][C:9]1[CH:8]=[CH:7][C:6]([O:5][C:1]([CH3:4])([CH3:3])[CH3:2])=[CH:11][CH:10]=1)[C:14]([N:16]([C@@H:28]([CH3:36])[CH:29]([O:30][CH2:31][CH3:32])[O:33][CH2:34][CH3:35])[CH2:17][C:18]1[CH:27]=[CH:26][CH:25]=[C:24]2[C:19]=1[CH:20]=[CH:21][N:22]=[CH:23]2)=[O:15]. The yield is 1.14. (3) The yield is 0.343. The product is [Cl:13][CH2:14][CH2:15][CH2:16][N:7]1[C:6]2[CH:10]=[C:2]([CH3:1])[CH:3]=[CH:4][C:5]=2[N:9]=[N:8]1. The reactants are [CH3:1][C:2]1[CH:3]=[CH:4][C:5]2[N:9]=[N:8][NH:7][C:6]=2[CH:10]=1.[OH-].[Na+].[Cl:13][CH2:14][CH2:15][CH2:16]Br. The catalyst is [Br-].C([N+](CCCC)(CCCC)CCCC)CCC. (4) The reactants are [Cl:1][C:2]1[CH:3]=[C:4]([SH:9])[CH:5]=[C:6]([Cl:8])[CH:7]=1.C(N(CC)CC)C.Br[CH2:18][C:19]([O:21][CH2:22][CH3:23])=[O:20]. The catalyst is ClCCl. The product is [CH2:22]([O:21][C:19](=[O:20])[CH2:18][S:9][C:4]1[CH:3]=[C:2]([Cl:1])[CH:7]=[C:6]([Cl:8])[CH:5]=1)[CH3:23]. The yield is 1.00. (5) The reactants are [CH3:1][N:2]([CH3:17])[CH2:3][CH2:4][O:5][C:6]1[CH:11]=[CH:10][C:9]([CH2:12][CH2:13][CH2:14][CH2:15][NH2:16])=[CH:8][CH:7]=1.[C:18]([O:22][C:23]([NH:25][C:26](=[N:29][C:30]([C:32]1[C:37]([NH2:38])=[N:36][C:35]([NH2:39])=[C:34]([Cl:40])[N:33]=1)=[O:31])SC)=[O:24])([CH3:21])([CH3:20])[CH3:19]. The catalyst is C1COCC1.C(N(CC)CC)C. The product is [C:18]([O:22][C:23]([NH:25][C:26]([NH:29][C:30]([C:32]1[C:37]([NH2:38])=[N:36][C:35]([NH2:39])=[C:34]([Cl:40])[N:33]=1)=[O:31])=[N:16][CH2:15][CH2:14][CH2:13][CH2:12][C:9]1[CH:10]=[CH:11][C:6]([O:5][CH2:4][CH2:3][N:2]([CH3:1])[CH3:17])=[CH:7][CH:8]=1)=[O:24])([CH3:21])([CH3:19])[CH3:20]. The yield is 0.600. (6) The product is [CH2:17]([O:8][C:5]1[CH:6]=[CH:7][C:2]([Br:1])=[C:3]([O:9][CH3:10])[CH:4]=1)[C:18]1[CH:23]=[CH:22][CH:21]=[CH:20][CH:19]=1. The yield is 1.00. The reactants are [Br:1][C:2]1[CH:7]=[CH:6][C:5]([OH:8])=[CH:4][C:3]=1[O:9][CH3:10].C(=O)([O-])[O-].[K+].[K+].[CH2:17](Br)[C:18]1[CH:23]=[CH:22][CH:21]=[CH:20][CH:19]=1. The catalyst is CC(C)=O.